Predict the product of the given reaction. From a dataset of Forward reaction prediction with 1.9M reactions from USPTO patents (1976-2016). (1) The product is: [CH2:24]([O:26][C:27]([C:29]1[N:30]([CH3:35])[C:31]([S:34][C:2]2[S:6][C:5]([NH:7][C:8]([N:9]([CH:16]3[CH2:21][CH2:20][CH:19]([CH3:22])[CH2:18][CH2:17]3)[CH:10]3[CH2:15][CH2:14][O:13][CH2:12][CH2:11]3)=[O:23])=[N:4][CH:3]=2)=[N:32][CH:33]=1)=[O:28])[CH3:25]. Given the reactants Br[C:2]1[S:6][C:5]([NH:7][C:8](=[O:23])[N:9]([CH:16]2[CH2:21][CH2:20][CH:19]([CH3:22])[CH2:18][CH2:17]2)[CH:10]2[CH2:15][CH2:14][O:13][CH2:12][CH2:11]2)=[N:4][CH:3]=1.[CH2:24]([O:26][C:27]([C:29]1[N:30]([CH3:35])[C:31]([SH:34])=[N:32][CH:33]=1)=[O:28])[CH3:25], predict the reaction product. (2) Given the reactants CS(C)=O.O=C1CCC(=O)N1OC(=O)CCC(NC[CH:20]1[O:24][C:23]2[CH:25]=[CH:26][C:27]([CH2:29][CH:30]([N:32](CC)[C:33](=O)[C:34](F)(F)F)[CH3:31])=[CH:28][C:22]=2[O:21]1)=O, predict the reaction product. The product is: [CH3:34][CH2:33][NH:32][CH:30]([CH2:29][C:27]1[CH:26]=[CH:25][C:23]2[O:24][CH2:20][O:21][C:22]=2[CH:28]=1)[CH3:31]. (3) Given the reactants [C:1]1([OH:7])[CH:6]=[CH:5][CH:4]=[CH:3][CH:2]=1.Cl[CH2:9][C:10]1[S:11][C:12]2[CH2:13][N:14]([C:19](=[O:27])[C:20]3[CH:25]=[CH:24][CH:23]=[CH:22][C:21]=3[F:26])[CH2:15][CH2:16][C:17]=2[N:18]=1.C([O-])([O-])=O.[K+].[K+], predict the reaction product. The product is: [F:26][C:21]1[CH:22]=[CH:23][CH:24]=[CH:25][C:20]=1[C:19]([N:14]1[CH2:15][CH2:16][C:17]2[N:18]=[C:10]([CH2:9][O:7][C:1]3[CH:6]=[CH:5][CH:4]=[CH:3][CH:2]=3)[S:11][C:12]=2[CH2:13]1)=[O:27]. (4) Given the reactants [F:1][C:2]1[CH:15]=[CH:14][C:5]([C:6]([C:8]2[CH:13]=[CH:12][CH:11]=[CH:10][CH:9]=2)=[O:7])=[CH:4][CH:3]=1.[BH4-].[Na+], predict the reaction product. The product is: [F:1][C:2]1[CH:3]=[CH:4][C:5]([CH:6]([C:8]2[CH:9]=[CH:10][CH:11]=[CH:12][CH:13]=2)[OH:7])=[CH:14][CH:15]=1. (5) Given the reactants Cl[C:2]1[CH:3]=[C:4]([NH:10][C:11]2[CH:16]=[CH:15][C:14]([S:17]([CH3:20])(=[O:19])=[O:18])=[CH:13][N:12]=2)[C:5](=[O:9])[N:6]([CH3:8])[N:7]=1.C([O:24][CH2:25][C:26]1[C:31](B2OC(C)(C)C(C)(C)O2)=[CH:30][CH:29]=[CH:28][C:27]=1[N:41]1[N:50]=[CH:49][C:48]2[C:43](=[C:44]([F:55])[CH:45]=[C:46]([C:51]([CH3:54])([CH3:53])[CH3:52])[CH:47]=2)[C:42]1=[O:56])(=O)C.C(=O)([O-])[O-].[Cs+].[Cs+].[OH-].[Na+], predict the reaction product. The product is: [C:51]([C:46]1[CH:47]=[C:48]2[C:43](=[C:44]([F:55])[CH:45]=1)[C:42](=[O:56])[N:41]([C:27]1[CH:28]=[CH:29][CH:30]=[C:31]([C:2]3[CH:3]=[C:4]([NH:10][C:11]4[CH:16]=[CH:15][C:14]([S:17]([CH3:20])(=[O:19])=[O:18])=[CH:13][N:12]=4)[C:5](=[O:9])[N:6]([CH3:8])[N:7]=3)[C:26]=1[CH2:25][OH:24])[N:50]=[CH:49]2)([CH3:54])([CH3:52])[CH3:53]. (6) Given the reactants Cl.Cl.[CH2:3]([NH:5][C:6]1[NH:10][C:9]2[CH:11]=[CH:12][C:13]([C:15]3[CH:16]=[CH:17][C:18]4[O:24][CH2:23][CH2:22][NH:21][CH2:20][C:19]=4[CH:25]=3)=[CH:14][C:8]=2[N:7]=1)[CH3:4].Cl[C:27]1[C:36]2[C:31](=[CH:32][C:33]([O:37][CH3:38])=[CH:34][CH:35]=2)[N:30]=[C:29]([CH3:39])[N:28]=1.C(N(C(C)C)CC)(C)C.O, predict the reaction product. The product is: [CH2:3]([NH:5][C:6]1[NH:7][C:8]2[CH:14]=[C:13]([C:15]3[CH:16]=[CH:17][C:18]4[O:24][CH2:23][CH2:22][N:21]([C:27]5[C:36]6[C:31](=[CH:32][C:33]([O:37][CH3:38])=[CH:34][CH:35]=6)[N:30]=[C:29]([CH3:39])[N:28]=5)[CH2:20][C:19]=4[CH:25]=3)[CH:12]=[CH:11][C:9]=2[N:10]=1)[CH3:4]. (7) The product is: [O:7]1[CH2:12][CH:11]=[C:10]([C:23]2[CH:28]=[CH:27][N:26]=[C:25]([F:29])[CH:24]=2)[CH2:9][CH2:8]1. Given the reactants C(=O)([O-])[O-].[Na+].[Na+].[O:7]1[CH2:12][CH:11]=[C:10](B2OC(C)(C)C(C)(C)O2)[CH2:9][CH2:8]1.Br[C:23]1[CH:28]=[CH:27][N:26]=[C:25]([F:29])[CH:24]=1.[Cl-].[NH4+], predict the reaction product. (8) Given the reactants [CH3:1][O:2][C:3]1[CH:4]=[C:5]([CH:31]=[CH:32][C:33]=1[O:34][CH3:35])[CH2:6][CH:7]1[C:16]2[C:11](=[C:12]([O:18][CH3:19])[CH:13]=[CH:14][C:15]=2[OH:17])[CH2:10][CH2:9][N:8]1[CH2:20][C:21]([NH:23][CH2:24][C:25]1[CH:30]=[CH:29][CH:28]=[CH:27][N:26]=1)=[O:22].Br[CH2:37][CH2:38][F:39], predict the reaction product. The product is: [CH3:1][O:2][C:3]1[CH:4]=[C:5]([CH:31]=[CH:32][C:33]=1[O:34][CH3:35])[CH2:6][CH:7]1[C:16]2[C:11](=[C:12]([O:18][CH3:19])[CH:13]=[CH:14][C:15]=2[O:17][CH2:37][CH2:38][F:39])[CH2:10][CH2:9][N:8]1[CH2:20][C:21]([NH:23][CH2:24][C:25]1[CH:30]=[CH:29][CH:28]=[CH:27][N:26]=1)=[O:22]. (9) Given the reactants [OH:1][C:2]1[C:10]([O:11][CH2:12][CH2:13][CH2:14][CH2:15][CH2:16]CCCC)=[CH:9][C:5]([C:6]([OH:8])=O)=[CH:4][C:3]=1[O:21][CH2:22][CH2:23][CH2:24][CH2:25][CH2:26]CCCC.[Cl:31][C:32]1[CH:37]=[CH:36][C:35]([C:38](=[O:46])[CH2:39][N:40]2[CH2:45][CH2:44][NH:43][CH2:42][CH2:41]2)=[CH:34][CH:33]=1.CCN=C=NCCCN(C)C.C1C=CC2N(O)N=NC=2C=1.C([O-])(O)=O.[Na+], predict the reaction product. The product is: [Cl:31][C:32]1[CH:37]=[CH:36][C:35]([C:38](=[O:46])[CH2:39][N:40]2[CH2:41][CH2:42][N:43]([C:6](=[O:8])[C:5]3[CH:4]=[C:3]([O:21][CH2:22][CH2:23][CH2:24][CH2:25][CH3:26])[C:2]([OH:1])=[C:10]([O:11][CH2:12][CH2:13][CH2:14][CH2:15][CH3:16])[CH:9]=3)[CH2:44][CH2:45]2)=[CH:34][CH:33]=1.